From a dataset of Full USPTO retrosynthesis dataset with 1.9M reactions from patents (1976-2016). Predict the reactants needed to synthesize the given product. (1) Given the product [CH2:19]([O:18][CH:17]([O:21][CH2:22][CH3:23])[CH2:16][CH2:15][CH2:14][CH2:13][CH2:12][CH2:11][CH2:10][CH2:9][CH2:8][C:1]#[CH:2])[CH3:20], predict the reactants needed to synthesize it. The reactants are: [C-:1]#[C-:2].[Li+].[Li+].[Na+].[I-].Cl[CH2:8][CH2:9][CH2:10][CH2:11][CH2:12][CH2:13][CH2:14][CH2:15][CH2:16][CH:17]([O:21][CH2:22][CH3:23])[O:18][CH2:19][CH3:20].N#N. (2) Given the product [Cl:33][C:30]1[CH:29]=[CH:28][C:27]([CH:10]2[C:5]3[N:6]([CH:7]([CH3:8])[CH3:9])[C:2]([CH3:34])=[N:3][C:4]=3[C:12](=[O:13])[N:11]2[C:14]2[CH:15]=[C:16]([CH3:26])[C:17]3[N:18]([C:20]([CH:23]([F:25])[F:24])=[N:21][N:22]=3)[N:19]=2)=[CH:32][CH:31]=1, predict the reactants needed to synthesize it. The reactants are: Br[C:2]1[N:6]([CH:7]([CH3:9])[CH3:8])[C:5]2[CH:10]([C:27]3[CH:32]=[CH:31][C:30]([Cl:33])=[CH:29][CH:28]=3)[N:11]([C:14]3[CH:15]=[C:16]([CH3:26])[C:17]4[N:18]([C:20]([CH:23]([F:25])[F:24])=[N:21][N:22]=4)[N:19]=3)[C:12](=[O:13])[C:4]=2[N:3]=1.[CH3:34]B1OB(C)OB(C)O1. (3) Given the product [F:21][C:22]1[CH:27]=[C:26]([N+:28]([O-:30])=[O:29])[C:25]([O:9][C:4]2[CH:5]=[CH:6][CH:7]=[CH:8][C:3]=2[O:2][CH3:1])=[CH:24][C:23]=1[NH:32][C:33](=[O:35])[CH3:34], predict the reactants needed to synthesize it. The reactants are: [CH3:1][O:2][C:3]1[CH:8]=[CH:7][CH:6]=[CH:5][C:4]=1[OH:9].C(=O)([O-])[O-].[K+].[K+].CN(C)C=O.[F:21][C:22]1[CH:27]=[C:26]([N+:28]([O-:30])=[O:29])[C:25](F)=[CH:24][C:23]=1[NH:32][C:33](=[O:35])[CH3:34]. (4) Given the product [F:19][C:18]([F:21])([F:20])[S:15]([O-:17])(=[O:16])=[O:14].[CH:1]1([N:4]([CH3:13])[S:5]([N:8]2[CH:12]=[CH:11][N+:10]([CH3:18])=[CH:9]2)(=[O:6])=[O:7])[CH2:3][CH2:2]1, predict the reactants needed to synthesize it. The reactants are: [CH:1]1([N:4]([CH3:13])[S:5]([N:8]2[CH:12]=[CH:11][N:10]=[CH:9]2)(=[O:7])=[O:6])[CH2:3][CH2:2]1.[O:14](C)[S:15]([C:18]([F:21])([F:20])[F:19])(=[O:17])=[O:16]. (5) Given the product [OH:39][N:38]=[C:5]1[N:4]([NH:8][C:9]2[CH:14]=[CH:13][CH:12]=[CH:11][CH:10]=2)[C:3](=[O:15])[C:2]([CH3:1])([C:16]2[CH:21]=[CH:20][CH:19]=[CH:18][CH:17]=2)[S:6]1, predict the reactants needed to synthesize it. The reactants are: [CH3:1][C:2]1([C:16]2[CH:21]=[CH:20][CH:19]=[CH:18][CH:17]=2)[S:6][C:5](=S)[N:4]([NH:8][C:9]2[CH:14]=[CH:13][CH:12]=[CH:11][CH:10]=2)[C:3]1=[O:15].C(Cl)Cl.F[B-](F)(F)F.C([O+](CC)CC)C.Cl.[NH2:38][OH:39]. (6) The reactants are: [ClH:1].[CH3:2][N:3]([CH3:24])[CH:4]1[CH2:9][CH2:8][N:7]([C:10](=[O:23])[CH2:11][CH2:12][C:13]2[N:14]([CH2:18][C:19]([O:21][CH3:22])=[O:20])[CH:15]=[CH:16][N:17]=2)[CH2:6][CH2:5]1. Given the product [ClH:1].[CH3:24][N:3]([CH3:2])[CH:4]1[CH2:9][CH2:8][N:7]([C:10](=[O:23])[CH2:11][CH2:12][C:13]2[N:14]([CH2:18][C:19]([O:21][CH3:22])=[O:20])[CH:15]=[CH:16][N:17]=2)[CH2:6][CH2:5]1, predict the reactants needed to synthesize it.